This data is from Catalyst prediction with 721,799 reactions and 888 catalyst types from USPTO. The task is: Predict which catalyst facilitates the given reaction. (1) Reactant: [CH:1]([C:4]1[N:9]=[C:8]([O:10][CH3:11])[C:7]([C:12]2[N:17]=[C:16]3[C:18]([CH:26]=O)=[CH:19][N:20]([C@@H:21]([CH3:25])[CH2:22][O:23][CH3:24])[C:15]3=[CH:14][C:13]=2[CH3:28])=[CH:6][CH:5]=1)([CH3:3])[CH3:2].Cl.[NH2:30][OH:31].CCN(CC)CC. Product: [CH:1]([C:4]1[N:9]=[C:8]([O:10][CH3:11])[C:7]([C:12]2[N:17]=[C:16]3[C:18]([CH:26]=[N:30][OH:31])=[CH:19][N:20]([C@@H:21]([CH3:25])[CH2:22][O:23][CH3:24])[C:15]3=[CH:14][C:13]=2[CH3:28])=[CH:6][CH:5]=1)([CH3:3])[CH3:2]. The catalyst class is: 91. (2) Reactant: [O:1]=[C:2]1[N:11]2[CH:12]3[CH2:17][CH2:16][N:15]([C:18]([O:20][CH2:21][CH3:22])=[O:19])[CH2:14][CH:13]3[C:9]3[C:10]2=[C:5]([CH:6]=[CH:7][CH:8]=3)[N:4]([C:23]([O:25][CH2:26][CH3:27])=[O:24])[CH2:3]1.[H-].[Na+].[CH3:30]I. Product: [CH3:30][CH:3]1[C:2](=[O:1])[N:11]2[CH:12]3[CH2:17][CH2:16][N:15]([C:18]([O:20][CH2:21][CH3:22])=[O:19])[CH2:14][CH:13]3[C:9]3[C:10]2=[C:5]([CH:6]=[CH:7][CH:8]=3)[N:4]1[C:23]([O:25][CH2:26][CH3:27])=[O:24]. The catalyst class is: 18. (3) Reactant: [Cl-].[Cl-].[Cl-].[In+3].Cl[SiH](C1C=CC=CC=1)C1C=CC=CC=1.[CH2:19]([N:26]1[CH2:33][CH:32]2[CH:28]([CH:29](O)[C:30]3[CH:36]=[CH:35][S:34][C:31]=32)[CH2:27]1)[C:20]1[CH:25]=[CH:24][CH:23]=[CH:22][CH:21]=1. Product: [CH2:19]([N:26]1[CH2:33][CH:32]2[CH:28]([CH2:29][C:30]3[CH:36]=[CH:35][S:34][C:31]=32)[CH2:27]1)[C:20]1[CH:21]=[CH:22][CH:23]=[CH:24][CH:25]=1. The catalyst class is: 68. (4) Reactant: Br[C:2]1[CH:3]=[CH:4][C:5]2[C:9]3[CH:10]=[CH:11][C:12](Br)=[CH:13][C:8]=3[S:7][C:6]=2[CH:15]=1.[CH3:16][O:17][C:18]1[CH:19]=[CH:20][C:21](B(O)O)=[C:22]([C:24]2[CH:29]=[CH:28][CH:27]=[CH:26][CH:25]=2)[CH:23]=1.[C:33]([O-:36])([O-])=O.[Na+].[Na+].[CH3:39][CH2:40]O. Product: [CH3:16][O:17][C:18]1[CH:19]=[CH:20][C:21]([C:2]2[CH:3]=[CH:4][C:5]3[C:9]4[CH:10]=[CH:11][C:12]([C:2]5[CH:3]=[CH:4][C:5]([O:36][CH3:33])=[CH:6][C:15]=5[C:39]5[CH:40]=[CH:10][CH:9]=[CH:8][CH:13]=5)=[CH:13][C:8]=4[S:7][C:6]=3[CH:15]=2)=[C:22]([C:24]2[CH:29]=[CH:28][CH:27]=[CH:26][CH:25]=2)[CH:23]=1. The catalyst class is: 206. (5) Reactant: [Br:1][C:2]1[CH:11]=[CH:10][C:5]([C:6]([O:8]C)=O)=[C:4]([S:12]([CH3:15])(=[O:14])=[O:13])[CH:3]=1.[H-].[Na+].O.Cl. Product: [Br:1][C:2]1[CH:11]=[CH:10][C:5]2[C:6](=[O:8])[CH2:15][S:12](=[O:14])(=[O:13])[C:4]=2[CH:3]=1. The catalyst class is: 54.